Dataset: Forward reaction prediction with 1.9M reactions from USPTO patents (1976-2016). Task: Predict the product of the given reaction. (1) Given the reactants [CH3:1][S:2][C:3]1[C:4]2[CH:11]=[CH:10][S:9][C:5]=2[N:6]=[CH:7][N:8]=1.[Li+].CC([N-]C(C)C)C.[Li]CCCC.C(NC(C)C)(C)C.C1C[O:35][CH2:34]C1, predict the reaction product. The product is: [CH3:1][S:2][C:3]1[C:4]2[CH:11]=[C:10]([CH:34]=[O:35])[S:9][C:5]=2[N:6]=[CH:7][N:8]=1. (2) Given the reactants [NH2:1][C:2]1[C:7]([N+:8]([O-:10])=[O:9])=[CH:6][C:5]([CH2:11][C:12](=[O:16])[C:13]([OH:15])=[O:14])=[CH:4][C:3]=1[CH3:17].C(N(CC)CC)C.[OH-].[Na+].C(OCC)C, predict the reaction product. The product is: [NH2:1][C:2]1[C:7]([N+:8]([O-:10])=[O:9])=[CH:6][C:5]([CH2:11][C@@H:12]([OH:16])[C:13]([OH:15])=[O:14])=[CH:4][C:3]=1[CH3:17]. (3) Given the reactants [CH3:1][O:2][C:3]1[CH:8]=[CH:7][CH:6]=[CH:5][C:4]=1[C:9]1[C:13]([C:14]([OH:16])=O)=[C:12]([CH3:17])[O:11][N:10]=1.[Cl:18][C:19]1[C:25]([N:26]2[CH2:31][CH2:30][NH:29][CH2:28][CH2:27]2)=[CH:24][C:22]([NH2:23])=[C:21]([CH:32]=[CH2:33])[CH:20]=1.C(O)(C(F)(F)F)=O.CN(C(ON1N=NC2C=CC=NC1=2)=[N+](C)C)C.F[P-](F)(F)(F)(F)F.C(N(CC)CC)C, predict the reaction product. The product is: [NH2:23][C:22]1[C:21]([CH:32]=[CH2:33])=[CH:20][C:19]([Cl:18])=[C:25]([N:26]2[CH2:27][CH2:28][N:29]([C:14]([C:13]3[C:9]([C:4]4[CH:5]=[CH:6][CH:7]=[CH:8][C:3]=4[O:2][CH3:1])=[N:10][O:11][C:12]=3[CH3:17])=[O:16])[CH2:30][CH2:31]2)[CH:24]=1. (4) Given the reactants Br[C:2]1[CH:7]=[CH:6][C:5]([O:8][CH3:9])=[CH:4][CH:3]=1.[Mg].[CH3:11][C:12]([C:14]1[CH:19]=[CH:18][CH:17]=[C:16]([Br:20])[CH:15]=1)=O, predict the reaction product. The product is: [Br:20][C:16]1[CH:15]=[C:14]([C:12]([C:2]2[CH:7]=[CH:6][C:5]([O:8][CH3:9])=[CH:4][CH:3]=2)=[CH2:11])[CH:19]=[CH:18][CH:17]=1. (5) Given the reactants [CH2:1]([O:8][C:9]1[CH:14]=[C:13]([O:15][CH2:16][C:17]2[CH:22]=[CH:21][CH:20]=[CH:19][CH:18]=2)[C:12]([CH:23]([CH3:25])[CH3:24])=[CH:11][C:10]=1[C:26]1[O:30][N:29]=[C:28]([C:31]([NH:33][CH2:34][CH3:35])=[O:32])[C:27]=1[C:36]1[N:40]=[C:39](C(Cl)(Cl)Cl)[O:38][N:37]=1)[C:2]1[CH:7]=[CH:6][CH:5]=[CH:4][CH:3]=1.[CH3:45][NH2:46], predict the reaction product. The product is: [CH2:1]([O:8][C:9]1[CH:14]=[C:13]([O:15][CH2:16][C:17]2[CH:18]=[CH:19][CH:20]=[CH:21][CH:22]=2)[C:12]([CH:23]([CH3:24])[CH3:25])=[CH:11][C:10]=1[C:26]1[O:30][N:29]=[C:28]([C:31]([NH:33][CH2:34][CH3:35])=[O:32])[C:27]=1[C:36]1[N:40]=[C:39]([NH:46][CH3:45])[O:38][N:37]=1)[C:2]1[CH:7]=[CH:6][CH:5]=[CH:4][CH:3]=1. (6) Given the reactants Cl[C:2]1[N:7]=[N:6][C:5]([N:8]([CH3:19])[CH:9]2[CH2:14][C:13]([CH3:16])([CH3:15])[NH:12][C:11]([CH3:18])([CH3:17])[CH2:10]2)=[CH:4][CH:3]=1.[CH2:20]([O:27][C:28]1[CH:33]=[C:32]([CH2:34][O:35]C2CCCCO2)[CH:31]=[CH:30][C:29]=1B1OC(C)(C)C(C)(C)O1)[C:21]1[CH:26]=[CH:25][CH:24]=[CH:23][CH:22]=1.C([O-])([O-])=O.[Na+].[Na+], predict the reaction product. The product is: [CH2:20]([O:27][C:28]1[CH:33]=[C:32]([CH2:34][OH:35])[CH:31]=[CH:30][C:29]=1[C:2]1[N:7]=[N:6][C:5]([N:8]([CH3:19])[CH:9]2[CH2:14][C:13]([CH3:16])([CH3:15])[NH:12][C:11]([CH3:18])([CH3:17])[CH2:10]2)=[CH:4][CH:3]=1)[C:21]1[CH:22]=[CH:23][CH:24]=[CH:25][CH:26]=1.